Dataset: Full USPTO retrosynthesis dataset with 1.9M reactions from patents (1976-2016). Task: Predict the reactants needed to synthesize the given product. (1) The reactants are: Cl.Cl.Cl.[O:4]1[C:8]2=[C:9]([N:13]3[CH2:18][CH2:17][N:16]([CH2:19][CH2:20][C@H:21]4[CH2:26][CH2:25][C@H:24]([NH2:27])[CH2:23][CH2:22]4)[CH2:15][CH2:14]3)[N:10]=[CH:11][CH:12]=[C:7]2[CH2:6][CH2:5]1.[CH3:28][C:29]([CH3:34])=[CH:30][C:31](O)=[O:32]. Given the product [O:4]1[C:8]2=[C:9]([N:13]3[CH2:18][CH2:17][N:16]([CH2:19][CH2:20][C@H:21]4[CH2:26][CH2:25][C@H:24]([NH:27][C:31](=[O:32])[CH:30]=[C:29]([CH3:34])[CH3:28])[CH2:23][CH2:22]4)[CH2:15][CH2:14]3)[N:10]=[CH:11][CH:12]=[C:7]2[CH2:6][CH2:5]1, predict the reactants needed to synthesize it. (2) Given the product [Cl:1][C:2]1[CH:16]=[C:15]([O:17][CH2:18][CH:19]=[C:20]([Cl:22])[Cl:21])[CH:14]=[C:13]([Cl:23])[C:3]=1[O:4][CH2:5][CH2:6][CH2:7][O:8][C:28]1[CH:29]=[CH:30][C:25]([I:24])=[CH:26][CH:27]=1, predict the reactants needed to synthesize it. The reactants are: [Cl:1][C:2]1[CH:16]=[C:15]([O:17][CH2:18][CH:19]=[C:20]([Cl:22])[Cl:21])[CH:14]=[C:13]([Cl:23])[C:3]=1[O:4][CH2:5][CH2:6][CH2:7][O:8]S(C)(=O)=O.[I:24][C:25]1[CH:30]=[CH:29][C:28](O)=[CH:27][CH:26]=1.C(=O)([O-])[O-].[K+].[K+].